This data is from Forward reaction prediction with 1.9M reactions from USPTO patents (1976-2016). The task is: Predict the product of the given reaction. (1) Given the reactants [Cl:1][C:2]1[CH:7]=[CH:6][C:5]([N:8]2[CH2:13][CH2:12][N:11]([C:14]3[N:15]=[C:16]([NH:24][C@@H:25]4[CH2:29][CH2:28][NH:27][CH2:26]4)[C:17]4[S:22](=[O:23])[CH2:21][CH2:20][C:18]=4[N:19]=3)[CH2:10][CH2:9]2)=[CH:4][CH:3]=1.[O:30]1[CH2:34][CH2:33][CH2:32][C@@H:31]1[C:35](O)=[O:36], predict the reaction product. The product is: [Cl:1][C:2]1[CH:7]=[CH:6][C:5]([N:8]2[CH2:9][CH2:10][N:11]([C:14]3[N:15]=[C:16]([NH:24][C@@H:25]4[CH2:29][CH2:28][N:27]([C:35]([C@H:31]5[CH2:32][CH2:33][CH2:34][O:30]5)=[O:36])[CH2:26]4)[C:17]4[S:22](=[O:23])[CH2:21][CH2:20][C:18]=4[N:19]=3)[CH2:12][CH2:13]2)=[CH:4][CH:3]=1. (2) Given the reactants FC1C=C(C=C(F)C=1)[C:5]([O:7][C:8]12[CH2:14][C:11]([CH:15]=[O:16])([CH2:12][CH2:13]1)[CH2:10][CH2:9]2)=O.FC1C=C(C=C(F)C=1)C(OC12CC(C(O)=O)(CC1)CC2)=O.COC12CC(C(O)=O)(CC1)CC2, predict the reaction product. The product is: [CH3:5][O:7][C:8]12[CH2:14][C:11]([CH:15]=[O:16])([CH2:12][CH2:13]1)[CH2:10][CH2:9]2. (3) Given the reactants [N:1]1([CH2:7][CH2:8][N:9]([CH2:38][CH2:39][N:40]2[CH2:45][CH2:44][CH2:43][CH2:42][CH2:41]2)[C:10]2[C:23]3[O:22][CH2:21][CH2:20][N:19]4[C:15](=[C:16]([CH:32]5[CH2:37][CH2:36][CH2:35][CH2:34][CH2:33]5)[C:17]5[CH:27]=[CH:26][C:25]([C:28]([O:30]C)=[O:29])=[CH:24][C:18]=54)[C:14]=3[CH:13]=[CH:12][CH:11]=2)[CH2:6][CH2:5][CH2:4][CH2:3][CH2:2]1.[OH-].[Na+].Cl, predict the reaction product. The product is: [N:40]1([CH2:39][CH2:38][N:9]([CH2:8][CH2:7][N:1]2[CH2:2][CH2:3][CH2:4][CH2:5][CH2:6]2)[C:10]2[C:23]3[O:22][CH2:21][CH2:20][N:19]4[C:15](=[C:16]([CH:32]5[CH2:37][CH2:36][CH2:35][CH2:34][CH2:33]5)[C:17]5[CH:27]=[CH:26][C:25]([C:28]([OH:30])=[O:29])=[CH:24][C:18]=54)[C:14]=3[CH:13]=[CH:12][CH:11]=2)[CH2:41][CH2:42][CH2:43][CH2:44][CH2:45]1. (4) Given the reactants [C:1]([C:3]1[CH:15]=[C:14]2[C:6]([C:7]3[C:8](=[O:25])[C:9]4[CH:21]=[CH:20][C:19]([C:22]([OH:24])=O)=[CH:18][C:10]=4[C:11]([CH3:17])([CH3:16])[C:12]=3[NH:13]2)=[CH:5][CH:4]=1)#[N:2].[CH3:26][NH:27][CH2:28][CH2:29][OH:30], predict the reaction product. The product is: [OH:30][CH2:29][CH2:28][N:27]([CH3:26])[C:22]([C:19]1[CH:20]=[CH:21][C:9]2[C:8](=[O:25])[C:7]3[C:6]4[C:14](=[CH:15][C:3]([C:1]#[N:2])=[CH:4][CH:5]=4)[NH:13][C:12]=3[C:11]([CH3:16])([CH3:17])[C:10]=2[CH:18]=1)=[O:24]. (5) Given the reactants CC[O-].[Na+].Cl.[CH:6]1([NH:11][C:12]([NH2:14])=[NH:13])[CH2:10][CH2:9][CH2:8][CH2:7]1.[Cl:15][C:16]1[CH:21]=[CH:20][N:19]2[N:22]=[C:23]([C:29]3[CH:34]=[CH:33][C:32]([O:35][CH3:36])=[CH:31][CH:30]=3)[C:24]([C:25](=O)[C:26]#[CH:27])=[C:18]2[CH:17]=1, predict the reaction product. The product is: [Cl:15][C:16]1[CH:21]=[CH:20][N:19]2[N:22]=[C:23]([C:29]3[CH:30]=[CH:31][C:32]([O:35][CH3:36])=[CH:33][CH:34]=3)[C:24]([C:25]3[CH:26]=[CH:27][N:14]=[C:12]([NH:11][CH:6]4[CH2:10][CH2:9][CH2:8][CH2:7]4)[N:13]=3)=[C:18]2[CH:17]=1. (6) The product is: [CH3:19][O:18][C:16]([C@@H:15]1[CH2:23][CH2:24][C@H:12]([O:11][C:8]2[CH:7]=[CH:6][C:5]([C:3]([OH:4])=[O:2])=[CH:10][CH:9]=2)[CH2:13][CH2:14]1)=[O:17]. Given the reactants C[O:2][C:3]([C@@H:5]1[CH2:10][CH2:9][C@H:8]([O:11][C:12]2[CH:24]=[CH:23][C:15]([C:16]([O:18][C:19](C)(C)C)=[O:17])=[CH:14][CH:13]=2)[CH2:7][CH2:6]1)=[O:4].FC(F)(F)C(O)=O, predict the reaction product. (7) Given the reactants [Br:1][CH:2]([C:7]([CH:9]1[CH2:11][CH2:10]1)=O)[C:3]([O:5][CH3:6])=[O:4].[NH2:12][C:13]([NH2:15])=[S:14], predict the reaction product. The product is: [BrH:1].[NH2:15][C:13]1[S:14][C:2]([C:3]([O:5][CH3:6])=[O:4])=[C:7]([CH:9]2[CH2:11][CH2:10]2)[N:12]=1. (8) Given the reactants [CH2:1]([O:8][C:9]1[C:18]2[C:13](=[CH:14][CH:15]=[CH:16][CH:17]=2)[C:12]([OH:19])=[CH:11][CH:10]=1)[C:2]1[CH:7]=[CH:6][CH:5]=[CH:4][CH:3]=1.Br[CH2:21][C:22]([O:24][CH2:25][CH3:26])=[O:23].C(=O)([O-])[O-].[Cs+].[Cs+], predict the reaction product. The product is: [CH2:25]([O:24][C:22](=[O:23])[CH2:21][O:19][C:12]1[C:13]2[C:18](=[CH:17][CH:16]=[CH:15][CH:14]=2)[C:9]([O:8][CH2:1][C:2]2[CH:3]=[CH:4][CH:5]=[CH:6][CH:7]=2)=[CH:10][CH:11]=1)[CH3:26]. (9) Given the reactants [CH3:1][N:2]([C:13]1[CH:18]=[CH:17][C:16]([N+:19]([O-])=O)=[CH:15][CH:14]=1)[C:3](=[O:12])[CH2:4][N:5]1[CH2:10][CH2:9][N:8]([CH3:11])[CH2:7][CH2:6]1, predict the reaction product. The product is: [CH3:11][N:8]1[CH2:9][CH2:10][N:5]([CH2:4][C:3]([N:2]([CH3:1])[C:13]2[CH:18]=[CH:17][C:16]([NH2:19])=[CH:15][CH:14]=2)=[O:12])[CH2:6][CH2:7]1.